The task is: Predict the product of the given reaction.. This data is from Forward reaction prediction with 1.9M reactions from USPTO patents (1976-2016). (1) Given the reactants [F:1][C:2]1[C:7]([CH3:8])=[CH:6][C:5]([S:9]([NH:12][C:13]2[CH:14]=[CH:15][CH:16]=[C:17]3[C:22]=2[N:21]=[CH:20][CH:19]=[CH:18]3)(=[O:11])=[O:10])=[C:4]([N+:23]([O-])=O)[CH:3]=1.Cl[Sn]Cl, predict the reaction product. The product is: [NH2:23][C:4]1[CH:3]=[C:2]([F:1])[C:7]([CH3:8])=[CH:6][C:5]=1[S:9]([NH:12][C:13]1[CH:14]=[CH:15][CH:16]=[C:17]2[C:22]=1[N:21]=[CH:20][CH:19]=[CH:18]2)(=[O:10])=[O:11]. (2) Given the reactants CN[C:3]1([CH:10]=[CH:9][C:8]([NH:11][CH3:12])=[CH:7][CH2:6]1)[CH:4]=[O:5].[S:13]([CH2:23][N+:24]#[C-:25])([C:16]1[CH:22]=[CH:21][C:19]([CH3:20])=[CH:18][CH:17]=1)(=[O:15])=[O:14].[C-:26]#N.[Na+], predict the reaction product. The product is: [CH3:26][N:11]([CH3:12])[C:8]1[CH:7]=[CH:6][C:3]([C@H:4]2[O:5][CH:25]=[N:24][C@@H:23]2[S:13]([C:16]2[CH:22]=[CH:21][C:19]([CH3:20])=[CH:18][CH:17]=2)(=[O:15])=[O:14])=[CH:10][CH:9]=1. (3) The product is: [C:24]([O:28][C:29]([N:31]1[CH2:36][CH2:35][CH:34]([CH2:37][O:19][C:13]2[CH:12]=[C:11]3[C:16]([C:7]([O:6][C:5]4[CH:20]=[CH:21][C:2]([NH2:1])=[CH:3][CH:4]=4)=[CH:8][CH:9]=[N:10]3)=[CH:15][C:14]=2[C:17]#[N:18])[CH2:33][CH2:32]1)=[O:30])([CH3:27])([CH3:25])[CH3:26]. Given the reactants [NH2:1][C:2]1[CH:21]=[CH:20][C:5]([O:6][C:7]2[C:16]3[C:11](=[CH:12][C:13]([OH:19])=[C:14]([C:17]#[N:18])[CH:15]=3)[N:10]=[CH:9][CH:8]=2)=[CH:4][CH:3]=1.[H-].[Na+].[C:24]([O:28][C:29]([N:31]1[CH2:36][CH2:35][CH:34]([CH2:37]CBr)[CH2:33][CH2:32]1)=[O:30])([CH3:27])([CH3:26])[CH3:25], predict the reaction product. (4) The product is: [CH3:9][C:2]1[C:3]([CH3:8])=[C:4]([N+:11]([O-:13])=[O:12])[C:5]([CH3:7])=[CH:6][N+:1]=1[O-:10]. Given the reactants [N+:1]1([O-:10])[CH:6]=[C:5]([CH3:7])[CH:4]=[C:3]([CH3:8])[C:2]=1[CH3:9].[N+:11]([O-])([OH:13])=[O:12].C(Cl)(Cl)Cl, predict the reaction product. (5) Given the reactants [NH2:1][CH2:2][CH2:3][O:4][CH2:5][CH2:6][N:7]1[C:19]2[C:18]3[CH:17]=[CH:16][CH:15]=[CH:14][C:13]=3[N:12]=[C:11]([NH2:20])[C:10]=2[N:9]=[C:8]1[CH2:21][CH3:22].C(N(CC)CC)C.[CH3:30][S:31](Cl)(=[O:33])=[O:32].O, predict the reaction product. The product is: [NH2:20][C:11]1[C:10]2[N:9]=[C:8]([CH2:21][CH3:22])[N:7]([CH2:6][CH2:5][O:4][CH2:3][CH2:2][NH:1][S:31]([CH3:30])(=[O:33])=[O:32])[C:19]=2[C:18]2[CH:17]=[CH:16][CH:15]=[CH:14][C:13]=2[N:12]=1. (6) The product is: [F:25][C:5]1[CH:4]=[CH:3][C:2]([C:26]#[N:27])=[CH:7][C:6]=1[C:8]1[N:13]=[N:12][C:11]([NH:14][C:15]([C:18]2[CH:23]=[CH:22][CH:21]=[CH:20][C:19]=2[F:24])([CH3:17])[CH3:16])=[N:10][CH:9]=1. Given the reactants Br[C:2]1[CH:3]=[CH:4][C:5]([F:25])=[C:6]([C:8]2[N:13]=[N:12][C:11]([NH:14][C:15]([C:18]3[CH:23]=[CH:22][CH:21]=[CH:20][C:19]=3[F:24])([CH3:17])[CH3:16])=[N:10][CH:9]=2)[CH:7]=1.[CH3:26][N:27](C=O)C, predict the reaction product.